Dataset: Forward reaction prediction with 1.9M reactions from USPTO patents (1976-2016). Task: Predict the product of the given reaction. (1) Given the reactants [N+:1]([C:4]1[CH:9]=[CH:8][CH:7]=[CH:6][C:5]=1[CH:10]1[C:15]([C:16]([O:18][CH2:19][CH3:20])=[O:17])=[C:14]([CH2:21][CH2:22][CH3:23])[NH:13][C:12]2=[N:24][NH:25][CH:26]=[C:11]12)([O-])=O, predict the reaction product. The product is: [NH2:1][C:4]1[CH:9]=[CH:8][CH:7]=[CH:6][C:5]=1[CH:10]1[C:15]([C:16]([O:18][CH2:19][CH3:20])=[O:17])=[C:14]([CH2:21][CH2:22][CH3:23])[NH:13][C:12]2=[N:24][NH:25][CH:26]=[C:11]12. (2) Given the reactants Cl[C:2]1[C:3]([NH2:10])=[N:4][C:5]([CH3:9])=[N:6][C:7]=1Cl.[CH3:11][NH:12][CH2:13][CH:14]1[CH2:19][CH2:18][N:17]([C:20]([O:22]C(C)(C)C)=O)[CH2:16][CH2:15]1.[O:27]([C:34]1[CH:39]=[CH:38][C:37](B(O)O)=[CH:36][CH:35]=1)[C:28]1[CH:33]=[CH:32][CH:31]=[CH:30][CH:29]=1.[C:43](Cl)(=O)[CH:44]=C, predict the reaction product. The product is: [NH2:10][C:3]1[N:4]=[C:5]([CH3:9])[N:6]=[C:7]([N:12]([CH2:13][CH:14]2[CH2:15][CH2:16][N:17]([C:20](=[O:22])[CH:43]=[CH2:44])[CH2:18][CH2:19]2)[CH3:11])[C:2]=1[C:31]1[CH:32]=[CH:33][C:28]([O:27][C:34]2[CH:39]=[CH:38][CH:37]=[CH:36][CH:35]=2)=[CH:29][CH:30]=1. (3) Given the reactants CC(C)(C)C([NH:5][C:6]1[CH:11]=[CH:10][CH:9]=[C:8]([CH2:12][N:13]([CH3:17])[CH2:14][CH2:15][CH3:16])[N:7]=1)=O.[OH-].[Na+], predict the reaction product. The product is: [CH3:17][N:13]([CH2:12][C:8]1[N:7]=[C:6]([NH2:5])[CH:11]=[CH:10][CH:9]=1)[CH2:14][CH2:15][CH3:16]. (4) Given the reactants [NH2:1][C:2]1[C:11]2[C:6](=[CH:7][CH:8]=[CH:9][C:10]=2[O:12][CH2:13][C:14]([CH3:19])([CH3:18])[C:15](O)=[O:16])[N:5]=[C:4]([CH3:20])[C:3]=1[C:21]([O:23][CH2:24][CH3:25])=[O:22].[CH:26]1([CH2:30][NH2:31])[CH2:29][CH2:28][CH2:27]1, predict the reaction product. The product is: [NH2:1][C:2]1[C:11]2[C:6](=[CH:7][CH:8]=[CH:9][C:10]=2[O:12][CH2:13][C:14]([CH3:19])([CH3:18])[C:15]([NH:31][CH2:30][CH:26]2[CH2:29][CH2:28][CH2:27]2)=[O:16])[N:5]=[C:4]([CH3:20])[C:3]=1[C:21]([O:23][CH2:24][CH3:25])=[O:22]. (5) Given the reactants [CH2:1]([NH:3][C:4](=[O:40])[NH:5][C:6]1[S:7][C:8]2[C:14]([C:15](C3SC=CN=3)=[O:16])=[CH:13][C:12]([C:22]3[CH:23]=[N:24][C:25]([N:28]4[CH2:33][CH2:32][C:31]([CH3:39])([C:34]([O:36]CC)=[O:35])[CH2:30][CH2:29]4)=[N:26][CH:27]=3)=[CH:11][C:9]=2[N:10]=1)[CH3:2].C[C:42]([CH3:45])([O-])C.[K+], predict the reaction product. The product is: [CH2:1]([NH:3][C:4]([NH:5][C:6]1[S:7][C:8]2[C:14]([C:15](=[O:16])[NH:10][C:6]3[S:7][CH:42]=[CH:45][N:5]=3)=[CH:13][C:12]([C:22]3[CH:23]=[N:24][C:25]([N:28]4[CH2:29][CH2:30][C:31]([CH3:39])([C:34]([OH:36])=[O:35])[CH2:32][CH2:33]4)=[N:26][CH:27]=3)=[CH:11][C:9]=2[N:10]=1)=[O:40])[CH3:2]. (6) Given the reactants Cl[C:2]1[N:3]([CH2:24][CH:25]([CH3:27])[CH3:26])[C:4]2[C:9]([N:10]=1)=[C:8]([N:11]1[CH2:16][CH2:15][O:14][CH2:13][CH2:12]1)[N:7]=[C:6]([C:17]1[CH:18]=[N:19][C:20]([NH2:23])=[N:21][CH:22]=1)[N:5]=2.[CH3:28][C@H:29]1[CH2:34][NH:33][CH2:32][CH2:31][NH:30]1.CN1CCCC1=[O:41], predict the reaction product. The product is: [CH:15]([O-:14])=[O:41].[CH2:24]([N:3]1[C:2]([N:33]2[CH2:32][CH2:31][NH:30][C@@H:29]([CH3:28])[CH2:34]2)=[N:10][C:9]2[C:4]1=[N:5][C:6]([C:17]1[CH:18]=[N:19][C:20]([NH2:23])=[N:21][CH:22]=1)=[N:7][C:8]=2[N:11]1[CH2:16][CH2:15][O:14][CH2:13][CH2:12]1)[CH:25]([CH3:27])[CH3:26].